Dataset: Reaction yield outcomes from USPTO patents with 853,638 reactions. Task: Predict the reaction yield, written as a fraction of the theoretical maximum amount of product (1.0 means a 100% yield; for example, 0.34 means a 34% yield). (1) The reactants are [NH2:1][C:2]1[CH:7]=[CH:6][CH:5]=[C:4]([NH:8][C:9]([NH:11][C:12]2[CH:17]=[CH:16][C:15]([Cl:18])=[CH:14][C:13]=2[Cl:19])=S)[C:3]=1[NH:20][CH2:21][CH2:22][C:23]([O:25][CH2:26][CH3:27])=[O:24].Cl.C(N=C=NCCCN(C)C)C. The catalyst is O1CCCC1.C(OCC)(=O)C. The product is [NH2:1][C:2]1[C:3]2[N:20]([CH2:21][CH2:22][C:23]([O:25][CH2:26][CH3:27])=[O:24])[C:9]([NH:11][C:12]3[CH:17]=[CH:16][C:15]([Cl:18])=[CH:14][C:13]=3[Cl:19])=[N:8][C:4]=2[CH:5]=[CH:6][CH:7]=1. The yield is 0.760. (2) The yield is 0.740. The product is [NH2:9][C:10]1[C:11]([C:30]([NH2:32])=[O:31])=[N:12][C:13]([CH:16]2[CH2:17][CH2:18][N:19]([C:22]3[N:23]=[C:24]([Cl:29])[N:25]=[C:26]([O:6][C@H:4]([CH3:5])[CH2:3][O:2][CH3:1])[N:27]=3)[CH2:20][CH2:21]2)=[CH:14][CH:15]=1. The reactants are [CH3:1][O:2][CH2:3][C@H:4]([OH:6])[CH3:5].[H-].[Na+].[NH2:9][C:10]1[C:11]([C:30]([NH2:32])=[O:31])=[N:12][C:13]([CH:16]2[CH2:21][CH2:20][N:19]([C:22]3[N:27]=[C:26](Cl)[N:25]=[C:24]([Cl:29])[N:23]=3)[CH2:18][CH2:17]2)=[CH:14][CH:15]=1. The catalyst is C1COCC1. (3) The reactants are Cl.[NH2:2][CH2:3][C:4](=[O:19])[C:5]([C:8]1[CH:13]=[CH:12][C:11]([S:14]([NH2:17])(=[O:16])=[O:15])=[C:10]([Cl:18])[CH:9]=1)([CH3:7])[CH3:6].CCN(CC)CC.[F:27][C:28]1[CH:33]=[CH:32][C:31]([N:34]=[C:35]=[S:36])=[CH:30][C:29]=1[O:37][CH3:38].O. The catalyst is C(Cl)Cl. The product is [Cl:18][C:10]1[CH:9]=[C:8]([C:5]([CH3:7])([C:4](=[O:19])[CH2:3][NH:2][C:35]([NH:34][C:31]2[CH:32]=[CH:33][C:28]([F:27])=[C:29]([O:37][CH3:38])[CH:30]=2)=[S:36])[CH3:6])[CH:13]=[CH:12][C:11]=1[S:14]([NH2:17])(=[O:16])=[O:15]. The yield is 0.760. (4) The reactants are Cl[C:2]1[C:7]([C:8]#[N:9])=[C:6]([Cl:10])[N:5]=[CH:4][C:3]=1[CH2:11][N:12]([C:16]1[C:21]([F:22])=[C:20]([O:23][CH3:24])[CH:19]=[C:18]([O:25][CH3:26])[C:17]=1[F:27])[C:13](Cl)=[O:14].[F:28][C:29]1[CH:34]=[CH:33][CH:32]=[CH:31][C:30]=1[NH2:35].C(N(CC)C(C)C)(C)C.C(=O)([O-])[O-].[K+].[K+]. The catalyst is ClCCCl.C(#N)C. The product is [Cl:10][C:6]1[N:5]=[CH:4][C:3]2[CH2:11][N:12]([C:16]3[C:21]([F:22])=[C:20]([O:23][CH3:24])[CH:19]=[C:18]([O:25][CH3:26])[C:17]=3[F:27])[C:13](=[O:14])[N:35]([C:30]3[CH:31]=[CH:32][CH:33]=[CH:34][C:29]=3[F:28])[C:2]=2[C:7]=1[C:8]#[N:9]. The yield is 0.800. (5) The reactants are C(O[C@@H]1[C@H](CC([O-])=O)[C@H:9]([O:15]C(=O)C)[C@@H:8]([O:19][C:20]2[CH:25]=[CH:24][C:23]([C:26]3[CH:31]=[CH:30][CH:29]=[C:28]([C:32](=[O:35])[NH:33][CH3:34])[CH:27]=3)=[CH:22][C:21]=2[CH3:36])O[C@@H]1[C@@H](OC(=O)C)C(C)C)(=O)C.[CH3:45][O-:46].[Na+]. The catalyst is CO. The product is [CH3:34][NH:33][C:32](=[O:35])[C:28]1[CH:29]=[CH:30][CH:31]=[C:26]([C:23]2[CH:24]=[CH:25][C:20]([O:19][C@@H:8]3[C@@H:9]([OH:15])[C@@H:9]([OH:15])[C@H:8]([OH:19])[C@@H:45]([C@@H:32]([OH:35])[CH:28]([CH3:29])[CH3:27])[O:46]3)=[C:21]([CH3:36])[CH:22]=2)[CH:27]=1. The yield is 0.510. (6) The reactants are Br[C:2]1[CH:7]=[CH:6][C:5]([C@@H:8]2[C@@H:10]([C:11]3[CH:16]=[CH:15][CH:14]=[CH:13][CH:12]=3)[C@H:9]2[C:17]([O:19][CH3:20])=[O:18])=[CH:4][CH:3]=1.[CH:21]([N:24]1[CH2:29][CH2:28][NH:27][CH2:26][CH2:25]1)([CH3:23])[CH3:22]. No catalyst specified. The product is [CH3:20][O:19][C:17]([C@@H:9]1[C@H:10]([C:11]2[CH:16]=[CH:15][CH:14]=[CH:13][CH:12]=2)[C@H:8]1[C:5]1[CH:6]=[CH:7][C:2]([N:27]2[CH2:28][CH2:29][N:24]([CH:21]([CH3:23])[CH3:22])[CH2:25][CH2:26]2)=[CH:3][CH:4]=1)=[O:18]. The yield is 0.650.